The task is: Regression. Given two drug SMILES strings and cell line genomic features, predict the synergy score measuring deviation from expected non-interaction effect.. This data is from NCI-60 drug combinations with 297,098 pairs across 59 cell lines. Drug 1: CC1=C2C(C(=O)C3(C(CC4C(C3C(C(C2(C)C)(CC1OC(=O)C(C(C5=CC=CC=C5)NC(=O)C6=CC=CC=C6)O)O)OC(=O)C7=CC=CC=C7)(CO4)OC(=O)C)O)C)OC(=O)C. Drug 2: B(C(CC(C)C)NC(=O)C(CC1=CC=CC=C1)NC(=O)C2=NC=CN=C2)(O)O. Cell line: SW-620. Synergy scores: CSS=69.2, Synergy_ZIP=2.47, Synergy_Bliss=0.628, Synergy_Loewe=-3.67, Synergy_HSA=1.99.